From a dataset of Full USPTO retrosynthesis dataset with 1.9M reactions from patents (1976-2016). Predict the reactants needed to synthesize the given product. (1) Given the product [F:1][C:2]1[CH:7]=[CH:6][CH:5]=[C:4]([F:8])[C:3]=1[N:9]1[C:14]2[N:15]=[C:16]([N:41]([CH2:40][CH2:39][CH2:38][N:37]([CH3:43])[CH3:36])[CH3:42])[N:17]=[C:18]([C:19]3[CH:20]=[C:21]([CH:25]=[CH:26][C:27]=3[CH3:28])[C:22]([NH:35][CH:33]([CH3:34])[CH3:32])=[O:24])[C:13]=2[CH:12]=[CH:11][C:10]1=[O:31], predict the reactants needed to synthesize it. The reactants are: [F:1][C:2]1[CH:7]=[CH:6][CH:5]=[C:4]([F:8])[C:3]=1[N:9]1[C:14]2[N:15]=[C:16](SC)[N:17]=[C:18]([C:19]3[CH:20]=[C:21]([CH:25]=[CH:26][C:27]=3[CH3:28])[C:22]([OH:24])=O)[C:13]=2[CH:12]=[CH:11][C:10]1=[O:31].[CH3:32][CH:33]([NH2:35])[CH3:34].[CH3:36][N:37]([CH3:43])[CH2:38][CH2:39][CH2:40][NH:41][CH3:42]. (2) Given the product [Cl:1][C:2]1[N:7]=[C:6]([OH:13])[N:5]2[CH:10]=[CH:11][N:12]=[C:4]2[CH:3]=1, predict the reactants needed to synthesize it. The reactants are: [Cl:1][C:2]1[N:7]=[C:6](SC)[N:5]2[CH:10]=[CH:11][N:12]=[C:4]2[CH:3]=1.[OH-:13].[K+]. (3) Given the product [Cl:2][C:3]1[CH:8]=[CH:7][C:6]([C:9]2([OH:34])[CH2:14][CH2:13][N:12]([CH2:15][CH2:16][CH:17]=[C:18]3[C:24]4[CH:25]=[CH:26][CH:27]=[CH:28][C:23]=4[C:22](=[O:29])[N:21]([CH2:38][CH2:39][CH2:40][OH:41])[C:20]4[CH:30]=[CH:31][CH:32]=[CH:33][C:19]3=4)[CH2:11][CH2:10]2)=[CH:5][CH:4]=1, predict the reactants needed to synthesize it. The reactants are: Cl.[Cl:2][C:3]1[CH:8]=[CH:7][C:6]([C:9]2([OH:34])[CH2:14][CH2:13][N:12]([CH2:15][CH2:16][CH:17]=[C:18]3[C:24]4[CH:25]=[CH:26][CH:27]=[CH:28][C:23]=4[C:22](=[O:29])[NH:21][C:20]4[CH:30]=[CH:31][CH:32]=[CH:33][C:19]3=4)[CH2:11][CH2:10]2)=[CH:5][CH:4]=1.[H-].[Na+].Br[CH2:38][CH2:39][CH2:40][O:41][CH:40]1[CH2:39][CH2:38]CC[O:41]1.O.